From a dataset of Peptide-MHC class I binding affinity with 185,985 pairs from IEDB/IMGT. Regression. Given a peptide amino acid sequence and an MHC pseudo amino acid sequence, predict their binding affinity value. This is MHC class I binding data. (1) The binding affinity (normalized) is 0.0847. The MHC is HLA-B35:01 with pseudo-sequence HLA-B35:01. The peptide sequence is AVSKNRRQL. (2) The peptide sequence is IEDPPFNSL. The MHC is HLA-B08:01 with pseudo-sequence HLA-B08:01. The binding affinity (normalized) is 0.00300.